Task: Predict the reaction yield, written as a fraction of the theoretical maximum amount of product (1.0 means a 100% yield; for example, 0.34 means a 34% yield).. Dataset: Reaction yield outcomes from USPTO patents with 853,638 reactions (1) The reactants are [F:1][C:2]1[CH:7]=[CH:6][C:5]([F:8])=[CH:4][C:3]=1[C:9]1[N:13]=[C:12]([C@H:14]([N:19]([CH2:27][C@H:28]2[C@@H:32]([F:33])[CH2:31][N:30](C(OCC3C=CC=CC=3)=O)[CH2:29]2)[C:20]([C@@H:22]2[CH2:26][CH2:25][CH2:24][O:23]2)=[O:21])[C:15]([CH3:18])([CH3:17])[CH3:16])[N:11]([CH2:44][C:45]2[CH:50]=[CH:49][CH:48]=[C:47]([F:51])[CH:46]=2)[N:10]=1. The catalyst is CCOC(C)=O.[Pd]. The product is [F:1][C:2]1[CH:7]=[CH:6][C:5]([F:8])=[CH:4][C:3]=1[C:9]1[N:13]=[C:12]([C@H:14]([N:19]([CH2:27][C@H:28]2[C@@H:32]([F:33])[CH2:31][NH:30][CH2:29]2)[C:20]([C@@H:22]2[CH2:26][CH2:25][CH2:24][O:23]2)=[O:21])[C:15]([CH3:16])([CH3:18])[CH3:17])[N:11]([CH2:44][C:45]2[CH:50]=[CH:49][CH:48]=[C:47]([F:51])[CH:46]=2)[N:10]=1. The yield is 0.104. (2) The reactants are [CH3:1][N:2]([CH3:19])[C:3]1[N:4]=[C:5]([C:13]2[CH:18]=[CH:17][CH:16]=[CH:15][CH:14]=2)[C:6]2[CH2:12][CH2:11][NH:10][CH2:9][C:7]=2[N:8]=1.CN(C(ON1N=NC2C=CC=NC1=2)=[N+](C)C)C.F[P-](F)(F)(F)(F)F.[Cl:44][C:45]1[C:53]([Cl:54])=[CH:52][CH:51]=[CH:50][C:46]=1[C:47](O)=[O:48]. No catalyst specified. The product is [Cl:44][C:45]1[C:53]([Cl:54])=[CH:52][CH:51]=[CH:50][C:46]=1[C:47]([N:10]1[CH2:11][CH2:12][C:6]2[C:5]([C:13]3[CH:18]=[CH:17][CH:16]=[CH:15][CH:14]=3)=[N:4][C:3]([N:2]([CH3:19])[CH3:1])=[N:8][C:7]=2[CH2:9]1)=[O:48]. The yield is 0.450.